This data is from NCI-60 drug combinations with 297,098 pairs across 59 cell lines. The task is: Regression. Given two drug SMILES strings and cell line genomic features, predict the synergy score measuring deviation from expected non-interaction effect. (1) Drug 1: CC1C(C(CC(O1)OC2CC(CC3=C2C(=C4C(=C3O)C(=O)C5=C(C4=O)C(=CC=C5)OC)O)(C(=O)C)O)N)O.Cl. Drug 2: C1=C(C(=O)NC(=O)N1)F. Cell line: NCI/ADR-RES. Synergy scores: CSS=23.0, Synergy_ZIP=-6.42, Synergy_Bliss=-9.95, Synergy_Loewe=-11.0, Synergy_HSA=-11.1. (2) Cell line: SK-MEL-5. Drug 1: C1=CN(C=N1)CC(O)(P(=O)(O)O)P(=O)(O)O. Synergy scores: CSS=35.4, Synergy_ZIP=-10.6, Synergy_Bliss=-2.33, Synergy_Loewe=-1.52, Synergy_HSA=1.21. Drug 2: C1CCC(C(C1)N)N.C(=O)(C(=O)[O-])[O-].[Pt+4]. (3) Cell line: HS 578T. Synergy scores: CSS=17.0, Synergy_ZIP=-0.742, Synergy_Bliss=4.81, Synergy_Loewe=3.33, Synergy_HSA=6.11. Drug 2: C1C(C(OC1N2C=NC3=C2NC=NCC3O)CO)O. Drug 1: COC1=C(C=C2C(=C1)N=CN=C2NC3=CC(=C(C=C3)F)Cl)OCCCN4CCOCC4.